From a dataset of Catalyst prediction with 721,799 reactions and 888 catalyst types from USPTO. Predict which catalyst facilitates the given reaction. Reactant: [CH3:1][O:2][C:3]1[CH:11]=[C:10]2[C:6]([CH:7]=[C:8]([C:12]3[CH:17]=[CH:16][C:15]([O:18][CH3:19])=[CH:14][C:13]=3[N+:20]([O-])=O)[NH:9]2)=[CH:5][CH:4]=1.[H-].[Na+].[CH3:25]I. Product: [CH3:19][O:18][C:15]1[CH:16]=[CH:17][C:12]([C:8]2[N:9]([CH3:25])[C:10]3[C:6]([CH:7]=2)=[CH:5][CH:4]=[C:3]([O:2][CH3:1])[CH:11]=3)=[C:13]([NH2:20])[CH:14]=1. The catalyst class is: 35.